Dataset: Full USPTO retrosynthesis dataset with 1.9M reactions from patents (1976-2016). Task: Predict the reactants needed to synthesize the given product. Given the product [C:41]([C@@H:38]1[CH2:39][CH2:40][C@H:36]([NH:35][C:33](=[O:34])[CH2:32][C:22]2[CH:23]=[C:24]([CH:30]=[CH:31][C:21]=2[O:20][CH2:19][CH2:18][CH2:17][C:14]2[CH:15]=[CH:16][C:11]([O:10][CH2:9][CH2:8][CH2:7][CH:1]3[CH2:6][CH2:5][CH2:4][CH2:3][CH2:2]3)=[CH:12][CH:13]=2)[C:25]([OH:27])=[O:26])[CH2:37]1)([OH:43])=[O:42], predict the reactants needed to synthesize it. The reactants are: [CH:1]1([CH2:7][CH2:8][CH2:9][O:10][C:11]2[CH:16]=[CH:15][C:14]([CH2:17][CH2:18][CH2:19][O:20][C:21]3[CH:31]=[CH:30][C:24]([C:25]([O:27]CC)=[O:26])=[CH:23][C:22]=3[CH2:32][C:33]([NH:35][C@H:36]3[CH2:40][CH2:39][C@@H:38]([C:41]([O:43]C)=[O:42])[CH2:37]3)=[O:34])=[CH:13][CH:12]=2)[CH2:6][CH2:5][CH2:4][CH2:3][CH2:2]1.[OH-].[Na+].